From a dataset of Full USPTO retrosynthesis dataset with 1.9M reactions from patents (1976-2016). Predict the reactants needed to synthesize the given product. Given the product [F:22][C:23]1[CH:28]=[C:27]([C:2]2[C:7]3[CH:8]=[C:9]([C:18]([O:20][CH3:21])=[O:19])[NH:10][C:6]=3[CH:5]=[CH:4][N:3]=2)[CH:26]=[CH:25][N:24]=1, predict the reactants needed to synthesize it. The reactants are: Cl[C:2]1[C:7]2[CH:8]=[C:9]([C:18]([O:20][CH3:21])=[O:19])[N:10](C(OC(C)(C)C)=O)[C:6]=2[CH:5]=[CH:4][N:3]=1.[F:22][C:23]1[CH:28]=[C:27]([Sn](CCCC)(CCCC)CCCC)[CH:26]=[CH:25][N:24]=1.[F-].[Cs+].